The task is: Predict the reaction yield, written as a fraction of the theoretical maximum amount of product (1.0 means a 100% yield; for example, 0.34 means a 34% yield).. This data is from Reaction yield outcomes from USPTO patents with 853,638 reactions. The reactants are Br[C:2]1[CH:3]=[C:4]2[C:8](=[CH:9][C:10]=1[S:11]([NH:14][C:15]([C:17]1[CH:22]=[CH:21][C:20]([N:23]3[C:27]([CH3:28])=[C:26]([Cl:29])[C:25]([C:30]([N:32]([CH2:37][CH2:38][CH2:39][CH3:40])[CH2:33][CH2:34][CH2:35][CH3:36])=[O:31])=[N:24]3)=[C:19]([C:41]([N:43]3[CH2:52][CH2:51][C:50]4[C:45](=[CH:46][CH:47]=[CH:48][CH:49]=4)[CH2:44]3)=[O:42])[CH:18]=1)=[O:16])(=[O:13])=[O:12])[N:7]([CH2:53][CH3:54])[CH2:6][CH2:5]2.[NH:55]1[CH2:62][CH2:61]C[C@H:56]1[C:57](O)=[O:58].C([O-])([O-])=O.[K+].[K+]. The catalyst is CS(C)=O.Cl.CCOC(C)=O.[Cu]I. The product is [CH2:33]([N:32]([CH2:37][CH2:38][CH2:39][CH3:40])[C:30]([C:25]1[C:26]([Cl:29])=[C:27]([CH3:28])[N:23]([C:20]2[CH:21]=[CH:22][C:17]([C:15](=[O:16])[NH:14][S:11]([C:10]3[CH:9]=[C:8]4[C:4]([CH2:5][CH2:6][N:7]4[CH2:53][CH3:54])=[CH:3][C:2]=3[N:55]3[CH2:56][CH2:57][O:58][CH2:61][CH2:62]3)(=[O:13])=[O:12])=[CH:18][C:19]=2[C:41]([N:43]2[CH2:52][CH2:51][C:50]3[C:45](=[CH:46][CH:47]=[CH:48][CH:49]=3)[CH2:44]2)=[O:42])[N:24]=1)=[O:31])[CH2:34][CH2:35][CH3:36]. The yield is 0.160.